From a dataset of Catalyst prediction with 721,799 reactions and 888 catalyst types from USPTO. Predict which catalyst facilitates the given reaction. Reactant: [BH4-].[Li+].[CH:3]12[N:9]([C:10]([O:12][CH2:13][C:14]3[CH:19]=[CH:18][CH:17]=[CH:16][CH:15]=3)=[O:11])[CH:6]([CH2:7][CH2:8]1)[CH2:5][CH:4]2[C:20](OCC)=[O:21].C(OCC)(=O)C.CCCCCC. Product: [OH:21][CH2:20][CH:4]1[CH2:5][CH:6]2[N:9]([C:10]([O:12][CH2:13][C:14]3[CH:15]=[CH:16][CH:17]=[CH:18][CH:19]=3)=[O:11])[CH:3]1[CH2:8][CH2:7]2. The catalyst class is: 7.